Dataset: Reaction yield outcomes from USPTO patents with 853,638 reactions. Task: Predict the reaction yield, written as a fraction of the theoretical maximum amount of product (1.0 means a 100% yield; for example, 0.34 means a 34% yield). The reactants are [Cl:1][C:2]1[CH:7]=[CH:6][C:5]([CH2:8][CH2:9][CH2:10][N:11]2[CH2:16][CH2:15][N:14]([C:17]([C:19]3[NH:40][C:22]4[N:23]=[C:24]([C:34]5[CH:39]=[CH:38][CH:37]=[CH:36][CH:35]=5)[N:25]=[C:26]([NH:27][CH2:28][CH2:29][NH:30][C:31](=[O:33])[CH3:32])[C:21]=4[CH:20]=3)=[O:18])[CH2:13][CH2:12]2)=[CH:4][CH:3]=1.[CH3:41][S:42]([OH:45])(=[O:44])=[O:43]. The catalyst is CO.C1COCC1. The product is [CH3:41][S:42]([OH:45])(=[O:44])=[O:43].[Cl:1][C:2]1[CH:3]=[CH:4][C:5]([CH2:8][CH2:9][CH2:10][N:11]2[CH2:12][CH2:13][N:14]([C:17]([C:19]3[NH:40][C:22]4[N:23]=[C:24]([C:34]5[CH:35]=[CH:36][CH:37]=[CH:38][CH:39]=5)[N:25]=[C:26]([NH:27][CH2:28][CH2:29][NH:30][C:31](=[O:33])[CH3:32])[C:21]=4[CH:20]=3)=[O:18])[CH2:15][CH2:16]2)=[CH:6][CH:7]=1. The yield is 1.00.